This data is from Reaction yield outcomes from USPTO patents with 853,638 reactions. The task is: Predict the reaction yield, written as a fraction of the theoretical maximum amount of product (1.0 means a 100% yield; for example, 0.34 means a 34% yield). (1) The catalyst is CS(C)=O. The product is [Cl:1][C:2]1[CH:25]=[CH:24][C:5]([CH2:6][NH:7][C:8]2[C:17]3[C:12](=[C:13]([C:21]([NH2:32])=[O:22])[CH:14]=[C:15]([N+:18]([O-:20])=[O:19])[CH:16]=3)[N:11]=[CH:10][N:9]=2)=[CH:4][C:3]=1[C:26]([F:27])([F:28])[F:29]. The yield is 0.960. The reactants are [Cl:1][C:2]1[CH:25]=[CH:24][C:5]([CH2:6][NH:7][C:8]2[C:17]3[C:12](=[C:13]([C:21](O)=[O:22])[CH:14]=[C:15]([N+:18]([O-:20])=[O:19])[CH:16]=3)[N:11]=[CH:10][N:9]=2)=[CH:4][C:3]=1[C:26]([F:29])([F:28])[F:27].C1N=C[N:32](C(N2C=NC=C2)=O)C=1.[NH4+].[Cl-].O. (2) The reactants are [Br:1][C:2]1[CH:8]=[CH:7][C:5]([NH2:6])=[CH:4][C:3]=1[C:9]([F:12])([F:11])[F:10].[F:13][C:14]1[CH:15]=[C:16]([N:24]=[C:25]=[O:26])[CH:17]=[C:18]([C:20]([F:23])([F:22])[F:21])[CH:19]=1. The catalyst is C1COCC1. The product is [F:13][C:14]1[CH:15]=[C:16]([NH:24][C:25]([NH:6][C:5]2[CH:7]=[CH:8][C:2]([Br:1])=[C:3]([C:9]([F:10])([F:11])[F:12])[CH:4]=2)=[O:26])[CH:17]=[C:18]([C:20]([F:22])([F:23])[F:21])[CH:19]=1. The yield is 0.500. (3) The reactants are [C:1]([C:3]1([NH:9][C:10]([O:12][C@@H:13]([CH2:22][CH:23]2[CH2:28][CH2:27][CH2:26][CH2:25][CH2:24]2)[C:14]([N:16]2[CH2:21][CH2:20][O:19][CH2:18][CH2:17]2)=[O:15])=[O:11])[CH2:8][CH2:7][NH:6][CH2:5][CH2:4]1)#[N:2].C=O.[C:31](O)(=O)C.C([BH3-])#N.[Na+]. The catalyst is CO. The product is [C:1]([C:3]1([NH:9][C:10]([O:12][C@@H:13]([CH2:22][CH:23]2[CH2:28][CH2:27][CH2:26][CH2:25][CH2:24]2)[C:14]([N:16]2[CH2:17][CH2:18][O:19][CH2:20][CH2:21]2)=[O:15])=[O:11])[CH2:8][CH2:7][N:6]([CH3:31])[CH2:5][CH2:4]1)#[N:2]. The yield is 0.720. (4) The reactants are [CH3:1][O:2][C:3]([NH:5][C@@H:6]([CH:10]([CH3:12])[CH3:11])[C:7]([OH:9])=[O:8])=[O:4].O[N:14]1[C:18](=[O:19])[CH2:17][CH2:16][C:15]1=[O:20].C(N=C=NC(C)C)(C)C. The catalyst is C(OCC)(=O)C. The product is [CH3:1][O:2][C:3]([NH:5][C@@H:6]([CH:10]([CH3:12])[CH3:11])[C:7]([O:9][N:14]1[C:18](=[O:19])[CH2:17][CH2:16][C:15]1=[O:20])=[O:8])=[O:4]. The yield is 0.770. (5) The reactants are [Cl:1][C:2]1[C:3]([O:12][C:13]2[CH:18]=[C:17]([O:19][CH2:20][CH2:21][C:22]([OH:25])([CH3:24])[CH3:23])[CH:16]=[CH:15][C:14]=2/[CH:26]=[CH:27]/[C:28]([OH:30])=O)=[N:4][CH:5]=[C:6]([C:8]([F:11])([F:10])[F:9])[CH:7]=1.Cl.C(N=C=NCCCN(C)C)C.[CH2:43]([S:48]([NH2:51])(=[O:50])=[O:49])[CH2:44][CH2:45][CH2:46][CH3:47].Cl. The catalyst is C(#N)C.CN(C)C1C=CN=CC=1.C(OCC)(=O)C. The product is [Cl:1][C:2]1[C:3]([O:12][C:13]2[CH:18]=[C:17]([O:19][CH2:20][CH2:21][C:22]([OH:25])([CH3:23])[CH3:24])[CH:16]=[CH:15][C:14]=2/[CH:26]=[CH:27]/[C:28]([NH:51][S:48]([CH2:43][CH2:44][CH2:45][CH2:46][CH3:47])(=[O:50])=[O:49])=[O:30])=[N:4][CH:5]=[C:6]([C:8]([F:9])([F:11])[F:10])[CH:7]=1. The yield is 0.420. (6) The reactants are [F:1][C:2]1[CH:3]=[C:4]([NH2:14])[C:5]([C:8]#[C:9][Si](C)(C)C)=[N:6][CH:7]=1.[H-].[Na+]. The catalyst is CN(C=O)C. The product is [F:1][C:2]1[CH:3]=[C:4]2[NH:14][CH:9]=[CH:8][C:5]2=[N:6][CH:7]=1. The yield is 1.00. (7) The reactants are [OH:1][CH2:2][CH:3]1[O:8][CH2:7][CH2:6][NH:5][CH2:4]1.O1CCCNCC1.[C:16]([OH:27])(=[O:26])[C:17]1[CH:25]=[CH:24][C:20]([C:21]([OH:23])=[O:22])=[CH:19][CH:18]=1. The catalyst is CO. The product is [C:16]([OH:27])(=[O:26])[C:17]1[CH:25]=[CH:24][C:20]([C:21]([OH:23])=[O:22])=[CH:19][CH:18]=1.[OH:1][CH2:2][C@@H:3]1[O:8][CH2:7][CH2:6][NH:5][CH2:4]1. The yield is 0.335. (8) The reactants are [CH2:1]([N:8](C)[CH:9]([P:18](=[O:25])([O:22][CH2:23][CH3:24])[O:19][CH2:20][CH3:21])[P:10](=[O:17])([O:14][CH2:15][CH3:16])[O:11][CH2:12][CH3:13])C1C=CC=CC=1.C1CCCCC=1. The catalyst is CCO.[Pd]. The product is [CH3:1][NH:8][CH:9]([P:18](=[O:25])([O:19][CH2:20][CH3:21])[O:22][CH2:23][CH3:24])[P:10](=[O:17])([O:14][CH2:15][CH3:16])[O:11][CH2:12][CH3:13]. The yield is 0.900. (9) The reactants are [Br:1][C:2]1[CH:7]=[CH:6][C:5]([C:8]2[NH:9][CH:10]=[C:11]([C:13]3[N:17]([CH:18]([CH3:20])[CH3:19])[N:16]=[C:15]([CH3:21])[N:14]=3)[N:12]=2)=[C:4]([F:22])[CH:3]=1.C1(=O)O[CH2:26][CH2:25][O:24]1.CO. The catalyst is C1(C)C=CC=CC=1.C(Cl)Cl. The product is [Br:1][C:2]1[CH:7]=[CH:6][C:5]([C:8]2[N:9]([CH2:26][CH2:25][OH:24])[CH:10]=[C:11]([C:13]3[N:17]([CH:18]([CH3:19])[CH3:20])[N:16]=[C:15]([CH3:21])[N:14]=3)[N:12]=2)=[C:4]([F:22])[CH:3]=1. The yield is 0.710. (10) The reactants are [F:1][C:2]1[C:3]([C:8]2([C:13]#[N:14])[CH2:11][C:10](=[O:12])[CH2:9]2)=[N:4][CH:5]=[CH:6][CH:7]=1.[BH4-].[Na+]. The catalyst is C(Cl)Cl.CO. The product is [F:1][C:2]1[C:3]([C:8]2([C:13]#[N:14])[CH2:11][CH:10]([OH:12])[CH2:9]2)=[N:4][CH:5]=[CH:6][CH:7]=1. The yield is 0.775.